Predict the product of the given reaction. From a dataset of Forward reaction prediction with 1.9M reactions from USPTO patents (1976-2016). (1) Given the reactants CO[C:3]([C:5]1[CH2:6][N:7]([C:12]([O:14][C:15]([CH3:18])([CH3:17])[CH3:16])=[O:13])[CH2:8][CH2:9][C:10]=1[OH:11])=[O:4].[Cl:19][C:20]1[C:21]([CH2:31][NH:32][CH:33]2[CH2:35][CH2:34]2)=[CH:22][C:23]([CH2:26][CH2:27][CH2:28][O:29][CH3:30])=[N:24][CH:25]=1.O.C1(C)C=CC(S(O)(=O)=O)=CC=1.CCOC(C)=O, predict the reaction product. The product is: [C:15]([O:14][C:12]([N:7]1[CH2:8][CH2:9][C:10](=[O:11])[CH:5]([C:3](=[O:4])[N:32]([CH2:31][C:21]2[C:20]([Cl:19])=[CH:25][N:24]=[C:23]([CH2:26][CH2:27][CH2:28][O:29][CH3:30])[CH:22]=2)[CH:33]2[CH2:35][CH2:34]2)[CH2:6]1)=[O:13])([CH3:16])([CH3:17])[CH3:18]. (2) The product is: [CH2:17]([C:13]1[C:12]([CH2:11][O:10][C:7]2[CH:8]=[CH:9][C:4]([C:3]([NH:22][CH:23]3[CH2:28][CH2:27][O:26][CH2:25][CH2:24]3)=[O:21])=[CH:5][N:6]=2)=[CH:16][O:15][N:14]=1)[CH2:18][CH2:19][CH3:20]. Given the reactants CO[C:3](=[O:21])[C:4]1[CH:9]=[CH:8][C:7]([O:10][CH2:11][C:12]2[C:13]([CH2:17][CH2:18][CH2:19][CH3:20])=[N:14][O:15][CH:16]=2)=[N:6][CH:5]=1.[NH2:22][CH:23]1[CH2:28][CH2:27][O:26][CH2:25][CH2:24]1, predict the reaction product. (3) The product is: [N:35]([CH:2]([C:4]1[N:5]([C:15]2[CH:20]=[CH:19][CH:18]=[CH:17][CH:16]=2)[C:6](=[O:14])[C:7]2[N:8]([CH:10]=[CH:11][C:12]=2[CH3:13])[CH:9]=1)[CH3:3])=[N+:36]=[N-:37]. Given the reactants O[CH:2]([C:4]1[N:5]([C:15]2[CH:20]=[CH:19][CH:18]=[CH:17][CH:16]=2)[C:6](=[O:14])[C:7]2[N:8]([CH:10]=[CH:11][C:12]=2[CH3:13])[CH:9]=1)[CH3:3].C1C=CC(P([N:35]=[N+:36]=[N-:37])(C2C=CC=CC=2)=O)=CC=1.C1CCN2C(=NCCC2)CC1, predict the reaction product. (4) Given the reactants [CH2:1]=O.[Cl:3][CH2:4][CH2:5][CH2:6][NH:7][CH3:8].[P:9]([O-])([O:14][CH2:15][CH3:16])([O:11][CH2:12][CH3:13])=[O:10], predict the reaction product. The product is: [Cl:3][CH2:4][CH2:5][CH2:6][N:7]([CH2:1][P:9]([O:14][CH2:15][CH3:16])([O:11][CH2:12][CH3:13])=[O:10])[CH3:8]. (5) The product is: [N:11]1([C:17]([NH2:19])=[O:18])[CH2:16][CH2:15][O:14][CH2:13][CH2:12]1.[F:1][C:2]1[CH:7]=[CH:6][C:5]([C:21]2[CH:29]=[C:25]([C:26]([OH:28])=[O:27])[CH:24]=[N:23][CH:22]=2)=[CH:4][CH:3]=1. Given the reactants [F:1][C:2]1[CH:7]=[CH:6][C:5](B(O)O)=[CH:4][CH:3]=1.[N:11]1([C:17]([NH2:19])=[O:18])[CH2:16][CH2:15][O:14][CH2:13][CH2:12]1.Br[C:21]1[CH:22]=[N:23][CH:24]=[C:25]([CH:29]=1)[C:26]([OH:28])=[O:27].C([O-])([O-])=O.[Na+].[Na+], predict the reaction product. (6) Given the reactants [C:1]([O:4][C@H:5]([C:47]1[CH:52]=[CH:51][C:50]([F:53])=[CH:49][CH:48]=1)[CH2:6][CH2:7][C@H:8]1[C:11](=[O:12])[N:10]([C:13]2[CH:18]=[CH:17][C:16](OS(C(F)(F)F)(=O)=O)=[CH:15][CH:14]=2)[C@@H:9]1[C:27]1[CH:32]=[CH:31][C:30]([C:33]#[C:34][C:35]([CH2:42][O:43][C:44](=[O:46])[CH3:45])([OH:41])[CH2:36][O:37][C:38](=[O:40])[CH3:39])=[CH:29][CH:28]=1)(=[O:3])[CH3:2].[CH3:54][Si:55]([C:58]#[CH:59])([CH3:57])[CH3:56].C(N(CC)CC)C.O, predict the reaction product. The product is: [C:1]([O:4][C@H:5]([C:47]1[CH:48]=[CH:49][C:50]([F:53])=[CH:51][CH:52]=1)[CH2:6][CH2:7][C@H:8]1[C:11](=[O:12])[N:10]([C:13]2[CH:14]=[CH:15][C:16]([C:59]#[C:58][Si:55]([CH3:57])([CH3:56])[CH3:54])=[CH:17][CH:18]=2)[C@@H:9]1[C:27]1[CH:32]=[CH:31][C:30]([C:33]#[C:34][C:35]([CH2:42][O:43][C:44](=[O:46])[CH3:45])([OH:41])[CH2:36][O:37][C:38](=[O:40])[CH3:39])=[CH:29][CH:28]=1)(=[O:3])[CH3:2].